Dataset: Full USPTO retrosynthesis dataset with 1.9M reactions from patents (1976-2016). Task: Predict the reactants needed to synthesize the given product. (1) Given the product [N+:18]([C:21]1[CH:22]=[CH:23][C:24]([N:27]2[C:7]([C:1]3[CH:6]=[CH:5][CH:4]=[CH:3][CH:2]=3)=[CH:8][C:9]([C:10]3[CH:15]=[CH:14][CH:13]=[CH:12][CH:11]=3)=[N:28]2)=[CH:25][CH:26]=1)([O-:20])=[O:19], predict the reactants needed to synthesize it. The reactants are: [C:1]1([C:7](=O)[C:8](=O)[CH2:9][C:10]2[CH:15]=[CH:14][CH:13]=[CH:12][CH:11]=2)[CH:6]=[CH:5][CH:4]=[CH:3][CH:2]=1.[N+:18]([C:21]1[CH:26]=[CH:25][C:24]([NH:27][NH2:28])=[CH:23][CH:22]=1)([O-:20])=[O:19]. (2) Given the product [CH2:6]([O:5][C:3]([C:2]1[C:1](=[O:9])[N:21]([CH2:20][C:19]2[CH:18]=[CH:17][C:16]([O:15][CH3:14])=[CH:34][CH:33]=2)[C:26]2[C:25]([C:24]=1[OH:23])=[CH:30][CH:29]=[CH:28][N:27]=2)=[O:4])[CH3:7], predict the reactants needed to synthesize it. The reactants are: [C:1]([O:9]CC)(=O)[CH2:2][C:3]([O:5][CH2:6][CH3:7])=[O:4].[H-].[Na+].[CH3:14][O:15][C:16]1[CH:34]=[CH:33][C:19]([CH2:20][N:21]2[C:26]3[N:27]=[CH:28][CH:29]=[CH:30][C:25]=3[C:24](=O)[O:23]C2=O)=[CH:18][CH:17]=1.Cl.